From a dataset of Forward reaction prediction with 1.9M reactions from USPTO patents (1976-2016). Predict the product of the given reaction. Given the reactants [C:1]([C:5]1[CH:10]=[CH:9][C:8]([S:11]([NH:14][C:15]2[N:20]=[C:19]([C:21]3[N:26]=[CH:25][CH:24]=[CH:23][N:22]=3)[N:18]=[C:17]([O:27][CH2:28][CH2:29][OH:30])[C:16]=2[O:31][C:32]2[CH:37]=[CH:36][CH:35]=[CH:34][C:33]=2[O:38][CH3:39])(=[O:13])=[O:12])=[CH:7][CH:6]=1)([CH3:4])([CH3:3])[CH3:2].CS(C)=[O:42], predict the reaction product. The product is: [OH:30][CH2:29][CH2:28][O:27][C:17]1[C:16]([O:31][C:32]2[CH:37]=[CH:36][CH:35]=[CH:34][C:33]=2[O:38][CH3:39])=[C:15]([NH:14][S:11]([C:8]2[CH:7]=[CH:6][C:5]([C:1]([CH3:4])([CH3:2])[CH2:3][OH:42])=[CH:10][CH:9]=2)(=[O:12])=[O:13])[N:20]=[C:19]([C:21]2[N:22]=[CH:23][CH:24]=[CH:25][N:26]=2)[N:18]=1.